From a dataset of Catalyst prediction with 721,799 reactions and 888 catalyst types from USPTO. Predict which catalyst facilitates the given reaction. (1) Reactant: [Br:1][C:2]1[CH:3]=[C:4]2[C:9](=[CH:10][C:11]=1[O:12][CH3:13])[O:8][C:7]([CH3:15])([CH3:14])[CH2:6][C:5]2=[O:16].[F:17][C:18]([F:31])([F:30])[S:19](O[S:19]([C:18]([F:31])([F:30])[F:17])(=[O:21])=[O:20])(=[O:21])=[O:20].C(C1C=C(C)C=C(C(C)(C)C)N=1)(C)(C)C. Product: [Br:1][C:2]1[CH:3]=[C:4]2[C:9](=[CH:10][C:11]=1[O:12][CH3:13])[O:8][C:7]([CH3:14])([CH3:15])[CH:6]=[C:5]2[O:16][S:19]([C:18]([F:31])([F:30])[F:17])(=[O:21])=[O:20]. The catalyst class is: 4. (2) Reactant: FC1C=CC(S(N(S(C2C=CC(N3CC[C@@H](O)C3=O)=CC=2)(=O)=O)C2SC=CN=2)(=O)=O)=CC=1.C(N(CC)C(C)C)(C)C.S(OS(C(F)(F)F)(=O)=O)(C(F)(F)F)(=O)=O.[Cl:57][C:58]1[CH:59]=[C:60]([CH:65]2[O:70][CH2:69][CH2:68][NH:67][CH2:66]2)[CH:61]=[C:62]([Cl:64])[CH:63]=1. Product: [Cl:64][C:62]1[CH:61]=[C:60]([C@@H:65]2[O:70][CH2:69][CH2:68][NH:67][CH2:66]2)[CH:59]=[C:58]([Cl:57])[CH:63]=1. The catalyst class is: 2. (3) Product: [F:11][C:10]1[C:2]([O:15][CH3:12])=[C:3]([CH:7]=[CH:8][CH:9]=1)[C:4]([NH2:21])=[O:5]. The catalyst class is: 25. Reactant: O[C:2]1[C:10]([F:11])=[CH:9][CH:8]=[CH:7][C:3]=1[C:4](O)=[O:5].[C:12]([O-:15])([O-])=O.[K+].[K+].IC.C[N:21](C=O)C. (4) Reactant: [NH2:1][C:2]1[CH:7]=[CH:6][C:5]([OH:8])=[CH:4][CH:3]=1.O[CH2:10][CH:11]([CH2:13]O)O.C1C([N+]([O-])=O)=CC=C(O)C=1.[OH-].[Na+]. Product: [N:1]1[C:2]2[C:7](=[CH:6][C:5]([OH:8])=[CH:4][CH:3]=2)[CH:13]=[CH:11][CH:10]=1. The catalyst class is: 65. (5) Reactant: [CH2:1]([O:3][C:4](=[O:13])[C:5]([C:11]#[N:12])=[C:6](SC)[S:7][CH3:8])[CH3:2].FC(F)(F)C(O)=O.[CH:21]1([NH:24][C:25](=[O:35])[C:26]2[CH:31]=[CH:30][C:29]([CH3:32])=[C:28]([NH:33][NH2:34])[CH:27]=2)[CH2:23][CH2:22]1.C(N(C(C)C)CC)(C)C. Product: [CH2:1]([O:3][C:4]([C:5]1[C:6]([S:7][CH3:8])=[N:34][N:33]([C:28]2[CH:27]=[C:26]([C:25](=[O:35])[NH:24][CH:21]3[CH2:23][CH2:22]3)[CH:31]=[CH:30][C:29]=2[CH3:32])[C:11]=1[NH2:12])=[O:13])[CH3:2]. The catalyst class is: 8. (6) Reactant: CN(C)[CH:3]=[CH:4][C:5]([C:7]1[CH:8]=[C:9]([N:13]([CH3:21])[C:14]([C:16]2[O:17][CH:18]=[CH:19][CH:20]=2)=[O:15])[CH:10]=[CH:11][CH:12]=1)=O.CN(C)C=CC(C1C=C(NC(C2OC=CC=2)=O)C=CC=1)=O.[O:44]([C:46]1[CH:47]=[C:48]([NH:52][C:53]([NH2:55])=[NH:54])[CH:49]=[CH:50][CH:51]=1)[CH3:45].C[O-].[Na+]. Product: [CH3:45][O:44][C:46]1[CH:47]=[C:48]([NH:52][C:53]2[N:55]=[C:5]([C:7]3[CH:8]=[C:9]([NH:13][C:14]([C:16]4[O:17][CH:18]=[CH:19][CH:20]=4)=[O:15])[CH:10]=[CH:11][CH:12]=3)[CH:4]=[CH:3][N:54]=2)[CH:49]=[CH:50][CH:51]=1.[CH3:45][O:44][C:46]1[CH:47]=[C:48]([NH:52][C:53]2[N:55]=[C:5]([C:7]3[CH:8]=[C:9]([N:13]([CH3:21])[C:14]([C:16]4[O:17][CH:18]=[CH:19][CH:20]=4)=[O:15])[CH:10]=[CH:11][CH:12]=3)[CH:4]=[CH:3][N:54]=2)[CH:49]=[CH:50][CH:51]=1. The catalyst class is: 18.